This data is from Forward reaction prediction with 1.9M reactions from USPTO patents (1976-2016). The task is: Predict the product of the given reaction. (1) Given the reactants [F-].C([N+](CCCC)(CCCC)CCCC)CCC.[Br:19][C:20]1[CH:21]=[C:22]2[C:26](=[C:27]([F:30])[C:28]=1[F:29])[N:25](COCC[Si](C)(C)C)[N:24]=[C:23]2[NH:39][C:40](=[O:44])[CH2:41][CH2:42][CH3:43].C(OCC)(=O)C.C(=O)([O-])O.[Na+], predict the reaction product. The product is: [Br:19][C:20]1[CH:21]=[C:22]2[C:26](=[C:27]([F:30])[C:28]=1[F:29])[NH:25][N:24]=[C:23]2[NH:39][C:40](=[O:44])[CH2:41][CH2:42][CH3:43]. (2) Given the reactants [C:1]1([Mg]C)[CH:6]=[CH:5][CH:4]=[CH:3][CH:2]=1.[Br-].[C:10](#N)C.C(=O)=O.[CH3:16][C:17]1[CH:22]=[CH:21][C:20]([S:23]([O:26][CH2:27][C@H:28]2[O:30][CH2:29]2)(=[O:25])=[O:24])=[CH:19][CH:18]=1, predict the reaction product. The product is: [OH:30][C@@H:28]([CH2:29][CH2:10][C:1]1[CH:6]=[CH:5][CH:4]=[CH:3][CH:2]=1)[CH2:27][O:26][S:23]([C:20]1[CH:21]=[CH:22][C:17]([CH3:16])=[CH:18][CH:19]=1)(=[O:25])=[O:24]. (3) Given the reactants ClC1C=C(C2N(C3CCN(CC4C=CC(OC5C=CC(C#N)=CC=5)=NC=4)CC3)C(=O)[N:10](C3C=NC=CC=3)[CH2:9]2)C=CC=1.[Cl:42][C:43]1[CH:44]=[C:45]([CH:49]2[N:53]([CH:54]3[CH2:59][CH2:58][N:57]([CH2:60][C:61]4[CH:62]=[CH:63][C:64]([O:67][C:68]5[CH:76]=[CH:75][C:71]([C:72](O)=[O:73])=[CH:70][CH:69]=5)=[N:65][CH:66]=4)[CH2:56][CH2:55]3)[C:52](=[O:77])[N:51]([C:78]3[CH:79]=[N:80][CH:81]=[CH:82][CH:83]=3)[CH2:50]2)[CH:46]=[CH:47][CH:48]=1.C(OC(=O)NC(C1C=CC=C(Cl)C=1)C(=O)NC1C=NC=CC=1)(C)(C)C.Cl.CN.CCN=C=NCCCN(C)C.C1C=CC2N(O)N=NC=2C=1.CCN(C(C)C)C(C)C, predict the reaction product. The product is: [Cl:42][C:43]1[CH:44]=[C:45]([CH:49]2[N:53]([CH:54]3[CH2:55][CH2:56][N:57]([CH2:60][C:61]4[CH:62]=[CH:63][C:64]([O:67][C:68]5[CH:69]=[CH:70][C:71]([C:72]([NH:10][CH3:9])=[O:73])=[CH:75][CH:76]=5)=[N:65][CH:66]=4)[CH2:58][CH2:59]3)[C:52](=[O:77])[N:51]([C:78]3[CH:79]=[N:80][CH:81]=[CH:82][CH:83]=3)[CH2:50]2)[CH:46]=[CH:47][CH:48]=1. (4) The product is: [CH2:23]([N:30]1[C:5]2[C:4](=[CH:9][C:8]([N+:10]([O-:12])=[O:11])=[CH:7][CH:6]=2)[C:2]([CH3:1])=[N:31]1)[C:24]1[CH:29]=[CH:28][CH:27]=[CH:26][CH:25]=1. Given the reactants [CH3:1][C:2]([C:4]1[CH:9]=[C:8]([N+:10]([O-:12])=[O:11])[CH:7]=[CH:6][C:5]=1F)=O.C(N(CC)CC)C.Cl.Cl.[CH2:23]([NH:30][NH2:31])[C:24]1[CH:29]=[CH:28][CH:27]=[CH:26][CH:25]=1, predict the reaction product. (5) Given the reactants [C:1]([OH:10])(=O)[C:2]1[C:3](=[CH:5][CH:6]=[CH:7][CH:8]=1)[OH:4].S(Cl)(Cl)=O.[C:15]([NH2:24])(=O)[C:16]1[C:17](=[CH:19][CH:20]=[CH:21][CH:22]=1)[OH:18], predict the reaction product. The product is: [OH:18][C:17]1[CH:19]=[CH:20][CH:21]=[CH:22][C:16]=1[C:15]1[O:4][C:3]2[CH:5]=[CH:6][CH:7]=[CH:8][C:2]=2[C:1](=[O:10])[N:24]=1. (6) Given the reactants [C:1]([NH:9][C:10]1[CH:15]=[CH:14][C:13]([C:16]2[CH:24]=[C:23]3[C:19]([CH2:20][N:21]([C@@H:26]([CH:31]([CH3:33])[CH3:32])[C:27]([O:29][CH3:30])=[O:28])[C:22]3=[O:25])=[CH:18][CH:17]=2)=[CH:12][CH:11]=1)(=[O:8])[C:2]1[CH:7]=[CH:6][CH:5]=[CH:4][CH:3]=1.NC1C=CC(C2C=C3C(CN([C@@H](C(C)C)C(OC)=O)C3=O)=CC=2)=CC=1.[O:59](C1C=C(C=CC=1)C(Cl)=O)[C:60]1[CH:65]=[CH:64][CH:63]=[CH:62][CH:61]=1, predict the reaction product. The product is: [CH3:32][CH:31]([CH3:33])[C@H:26]([N:21]1[CH2:20][C:19]2[C:23](=[CH:24][C:16]([C:13]3[CH:12]=[CH:11][C:10]([NH:9][C:1](=[O:8])[C:2]4[CH:3]=[CH:4][CH:5]=[C:6]([O:59][C:60]5[CH:65]=[CH:64][CH:63]=[CH:62][CH:61]=5)[CH:7]=4)=[CH:15][CH:14]=3)=[CH:17][CH:18]=2)[C:22]1=[O:25])[C:27]([O:29][CH3:30])=[O:28]. (7) Given the reactants [NH:1]1[CH2:4][CH:3]([O:5][C:6]2[CH:11]=[CH:10][C:9]([NH:12][C:13]3[N:18]=[C:17]([C:19]4[N:23]5[CH:24]=[CH:25][CH:26]=[CH:27][C:22]5=[N:21][CH:20]=4)[C:16]([Cl:28])=[CH:15][N:14]=3)=[C:8]([O:29][CH3:30])[CH:7]=2)[CH2:2]1.[CH3:31][C@@H:32]1[CH2:34][O:33]1, predict the reaction product. The product is: [Cl:28][C:16]1[C:17]([C:19]2[N:23]3[CH:24]=[CH:25][CH:26]=[CH:27][C:22]3=[N:21][CH:20]=2)=[N:18][C:13]([NH:12][C:9]2[CH:10]=[CH:11][C:6]([O:5][CH:3]3[CH2:2][N:1]([CH2:31][C@H:32]([OH:33])[CH3:34])[CH2:4]3)=[CH:7][C:8]=2[O:29][CH3:30])=[N:14][CH:15]=1.